Dataset: Forward reaction prediction with 1.9M reactions from USPTO patents (1976-2016). Task: Predict the product of the given reaction. (1) Given the reactants [C:1]([O:4][C@H:5]1[CH2:10][CH2:9][C@H:8]([C:11]2[CH:16]=[CH:15][CH:14]=[CH:13][C:12]=2[Sn](CCCC)(CCCC)CCCC)[CH2:7][CH2:6]1)(=[O:3])[CH3:2].Br[C:31]1[N:32]=[C:33]([N:41]2[CH2:46][CH2:45][N:44]([CH2:47][CH3:48])[CH2:43][CH2:42]2)[C:34]2[C:39]([CH:40]=1)=[CH:38][CH:37]=[CH:36][CH:35]=2, predict the reaction product. The product is: [CH2:47]([N:44]1[CH2:43][CH2:42][N:41]([C:33]2[C:34]3[C:39](=[CH:38][CH:37]=[CH:36][CH:35]=3)[CH:40]=[C:31]([C:14]3[CH:13]=[CH:12][C:11]([C@H:8]4[CH2:7][CH2:6][C@H:5]([O:4][C:1](=[O:3])[CH3:2])[CH2:10][CH2:9]4)=[CH:16][CH:15]=3)[N:32]=2)[CH2:46][CH2:45]1)[CH3:48]. (2) Given the reactants P(Cl)(Cl)(Cl)=O.[C:6](O)(=O)[C:7]1[CH:12]=[CH:11][CH:10]=[CH:9][CH:8]=1.[NH2:15][NH:16][C:17](N)=[S:18].N(OC(C)(C)C)=O.NC(N)=[S:29], predict the reaction product. The product is: [C:7]1([C:6]2[S:29][C:17]([SH:18])=[N:16][N:15]=2)[CH:12]=[CH:11][CH:10]=[CH:9][CH:8]=1.